From a dataset of Reaction yield outcomes from USPTO patents with 853,638 reactions. Predict the reaction yield, written as a fraction of the theoretical maximum amount of product (1.0 means a 100% yield; for example, 0.34 means a 34% yield). (1) The reactants are [NH2:1][C:2](=[O:20])[C@@H:3]([NH:5][C:6]1[N:11]=[C:10](Cl)[N:9]=[C:8]([C:13]([O:15][C:16]([CH3:19])([CH3:18])[CH3:17])=[O:14])[CH:7]=1)[CH3:4].[F:21][C:22]1[CH:43]=[CH:42][C:25]([O:26][C:27]2[CH:32]=[CH:31][C:30](B3OC(C)(C)C(C)(C)O3)=[CH:29][CH:28]=2)=[CH:24][CH:23]=1.C([O-])([O-])=O.[Na+].[Na+]. The catalyst is O1CCOCC1.C1C=CC(P(C2C=CC=CC=2)[C-]2C=CC=C2)=CC=1.C1C=CC(P(C2C=CC=CC=2)[C-]2C=CC=C2)=CC=1.Cl[Pd]Cl.[Fe+2]. The product is [NH2:1][C:2](=[O:20])[C@@H:3]([NH:5][C:6]1[N:11]=[C:10]([C:30]2[CH:29]=[CH:28][C:27]([O:26][C:25]3[CH:24]=[CH:23][C:22]([F:21])=[CH:43][CH:42]=3)=[CH:32][CH:31]=2)[N:9]=[C:8]([C:13]([O:15][C:16]([CH3:19])([CH3:18])[CH3:17])=[O:14])[CH:7]=1)[CH3:4]. The yield is 0.570. (2) The reactants are Cl[C:2]1[CH:3]=[C:4]([CH:18]=[C:19]([NH:21][CH:22]([CH3:24])[CH3:23])[N:20]=1)[C:5]([NH:7][CH2:8][C:9]1[C:10](=[O:17])[NH:11][C:12]([CH3:16])=[CH:13][C:14]=1[CH3:15])=[O:6].B(O)O.[C:28]([O-:31])([O-])=O.[Na+].[Na+].O1[CH2:39][CH2:38]OCC1.O. The catalyst is C1C=CC([P]([Pd]([P](C2C=CC=CC=2)(C2C=CC=CC=2)C2C=CC=CC=2)([P](C2C=CC=CC=2)(C2C=CC=CC=2)C2C=CC=CC=2)[P](C2C=CC=CC=2)(C2C=CC=CC=2)C2C=CC=CC=2)(C2C=CC=CC=2)C2C=CC=CC=2)=CC=1. The product is [CH3:15][C:14]1[CH:13]=[C:12]([CH3:16])[NH:11][C:10](=[O:17])[C:9]=1[CH2:8][NH:7][C:5](=[O:6])[C:4]1[CH:18]=[C:19]([NH:21][CH:22]([CH3:24])[CH3:23])[N:20]=[C:2]([C:39]2[CH:38]=[CH:5][C:4]([CH:28]=[O:31])=[CH:3][CH:2]=2)[CH:3]=1. The yield is 0.857. (3) The reactants are [Br:1][C:2]1[CH:3]=[C:4]([CH:11]=[C:12]([Br:14])[CH:13]=1)[O:5][CH2:6][CH2:7][CH2:8][CH2:9][NH2:10].[C:15](O[C:15]([O:17][C:18]([CH3:21])([CH3:20])[CH3:19])=[O:16])([O:17][C:18]([CH3:21])([CH3:20])[CH3:19])=[O:16]. The catalyst is C1COCC1. The product is [Br:1][C:2]1[CH:3]=[C:4]([CH:11]=[C:12]([Br:14])[CH:13]=1)[O:5][CH2:6][CH2:7][CH2:8][CH2:9][NH:10][C:15](=[O:16])[O:17][C:18]([CH3:21])([CH3:20])[CH3:19]. The yield is 0.590. (4) The yield is 1.00. The product is [CH3:19][O:18][C:15]1[CH:14]=[CH:13][C:12]([CH2:11][N:7]2[C:8]3[C:4](=[CH:3][C:2]([B:39]4[O:43][C:42]([CH3:45])([CH3:44])[C:41]([CH3:47])([CH3:46])[O:40]4)=[CH:10][CH:9]=3)[C:5]([C:20]3[N:21]=[N:22][N:23]([C:25]4[CH:26]=[CH:27][C:28]([C:31]([N:33]5[CH2:38][CH2:37][O:36][CH2:35][CH2:34]5)=[O:32])=[CH:29][CH:30]=4)[CH:24]=3)=[N:6]2)=[CH:17][CH:16]=1. The catalyst is O1CCOCC1.C1C=CC(P(C2C=CC=CC=2)[C-]2C=CC=C2)=CC=1.C1C=CC(P(C2C=CC=CC=2)[C-]2C=CC=C2)=CC=1.Cl[Pd]Cl.[Fe+2]. The reactants are Br[C:2]1[CH:3]=[C:4]2[C:8](=[CH:9][CH:10]=1)[N:7]([CH2:11][C:12]1[CH:17]=[CH:16][C:15]([O:18][CH3:19])=[CH:14][CH:13]=1)[N:6]=[C:5]2[C:20]1[N:21]=[N:22][N:23]([C:25]2[CH:30]=[CH:29][C:28]([C:31]([N:33]3[CH2:38][CH2:37][O:36][CH2:35][CH2:34]3)=[O:32])=[CH:27][CH:26]=2)[CH:24]=1.[B:39]1([B:39]2[O:43][C:42]([CH3:45])([CH3:44])[C:41]([CH3:47])([CH3:46])[O:40]2)[O:43][C:42]([CH3:45])([CH3:44])[C:41]([CH3:47])([CH3:46])[O:40]1.C([O-])(=O)C.[K+]. (5) The reactants are [NH3:1].[F:2][C:3]([F:15])([F:14])[C:4]1[CH:9]=[C:8](Cl)[C:7]([N+:11]([O-:13])=[O:12])=[CH:6][N:5]=1. The catalyst is C1COCC1. The product is [N+:11]([C:7]1[C:8]([NH2:1])=[CH:9][C:4]([C:3]([F:15])([F:14])[F:2])=[N:5][CH:6]=1)([O-:13])=[O:12]. The yield is 0.960. (6) The catalyst is [Cl-].[Ca+2].[Cl-]. The product is [Cl:17][CH2:16][C@@H:18]([OH:20])[CH2:19][N:8]([CH2:1][C:2]1[CH:7]=[CH:6][CH:5]=[CH:4][CH:3]=1)[CH2:9][C:10]1[CH:15]=[CH:14][CH:13]=[CH:12][CH:11]=1. The yield is 0.970. The reactants are [CH2:1]([NH:8][CH2:9][C:10]1[CH:15]=[CH:14][CH:13]=[CH:12][CH:11]=1)[C:2]1[CH:7]=[CH:6][CH:5]=[CH:4][CH:3]=1.[CH2:16]([C@H:18]1[O:20][CH2:19]1)[Cl:17]. (7) The reactants are Cl[C:2]1[N:7]=[C:6]([CH3:8])[N:5]=[C:4]([N:9]2[C:17]3[C:12](=[CH:13][C:14]([C:18]([NH:20][CH2:21][C:22]4[CH:27]=[CH:26][CH:25]=[CH:24][C:23]=4[O:28][C:29]([F:32])([F:31])[F:30])=[O:19])=[CH:15][CH:16]=3)[CH2:11][CH2:10]2)[CH:3]=1.[CH3:33][NH2:34].CCO. No catalyst specified. The product is [CH3:8][C:6]1[N:5]=[C:4]([N:9]2[C:17]3[C:12](=[CH:13][C:14]([C:18]([NH:20][CH2:21][C:22]4[CH:27]=[CH:26][CH:25]=[CH:24][C:23]=4[O:28][C:29]([F:32])([F:31])[F:30])=[O:19])=[CH:15][CH:16]=3)[CH2:11][CH2:10]2)[CH:3]=[C:2]([NH:34][CH3:33])[N:7]=1. The yield is 0.750. (8) The reactants are C1(P(C2C=CC=CC=2)C2C=CC=CC=2)C=CC=CC=1.N(C(OCC)=O)=NC(OCC)=O.[CH:32]([OH:35])([CH3:34])[CH3:33].O[C:37]1[CH:42]=[CH:41][C:40]2[C:43]3([CH2:59][O:60][C:39]=2[CH:38]=1)[C:51]1[C:46](=[CH:47][CH:48]=[CH:49][CH:50]=1)[N:45]([CH2:52][C@H:53]1[CH2:57][CH2:56][CH2:55][O:54]1)[C:44]3=[O:58]. No catalyst specified. The product is [CH3:33][CH:32]([O:35][C:37]1[CH:42]=[CH:41][C:40]2[C:43]3([CH2:59][O:60][C:39]=2[CH:38]=1)[C:51]1[C:46](=[CH:47][CH:48]=[CH:49][CH:50]=1)[N:45]([CH2:52][C@H:53]1[CH2:57][CH2:56][CH2:55][O:54]1)[C:44]3=[O:58])[CH3:34]. The yield is 0.850. (9) The reactants are [F:1][C:2]1[C:7]([C:8]([C:10]2[CH:11]=[C:12]3[C:17](=[CH:18][CH:19]=2)[N:16]=[CH:15][N:14]=[CH:13]3)=[O:9])=[C:6]([F:20])[C:5]([F:21])=[CH:4][C:3]=1[NH:22]C(=O)C(C)(C)C.Cl.[OH-].[Na+]. The catalyst is CC(O)=O. The product is [NH2:22][C:3]1[C:2]([F:1])=[C:7]([C:8]([C:10]2[CH:11]=[C:12]3[C:17](=[CH:18][CH:19]=2)[N:16]=[CH:15][N:14]=[CH:13]3)=[O:9])[C:6]([F:20])=[C:5]([F:21])[CH:4]=1. The yield is 0.110. (10) The reactants are [S:1]1[C:5]2[CH:6]=[C:7]([C:10]([OH:12])=O)[CH:8]=[CH:9][C:4]=2[N:3]=[CH:2]1.[NH:13]1[CH2:18][CH2:17][CH2:16][C@@H:15]2[C:19]3[CH:20]=[CH:21][CH:22]=[CH:23][C:24]=3[CH2:25][C@H:14]12.F[P-](F)(F)(F)(F)F.N1(OC(N(C)C)=[N+](C)C)C2N=CC=CC=2N=N1. No catalyst specified. The product is [S:1]1[C:5]2[CH:6]=[C:7]([C:10]([N:13]3[CH2:18][CH2:17][CH2:16][C@@H:15]4[C:19]5[CH:20]=[CH:21][CH:22]=[CH:23][C:24]=5[CH2:25][C@H:14]34)=[O:12])[CH:8]=[CH:9][C:4]=2[N:3]=[CH:2]1. The yield is 0.360.